This data is from Blood-brain barrier permeability classification from the B3DB database. The task is: Regression/Classification. Given a drug SMILES string, predict its absorption, distribution, metabolism, or excretion properties. Task type varies by dataset: regression for continuous measurements (e.g., permeability, clearance, half-life) or binary classification for categorical outcomes (e.g., BBB penetration, CYP inhibition). Dataset: b3db_classification. (1) The compound is NC(=O)c1cc[n+](CC2=C(C(=O)O)N3C(=O)[C@@H](NC(=O)Cc4cccs4)[C@H]3SC2)cc1. The result is 0 (does not penetrate BBB). (2) The molecule is CC(C)(O)[C@@](C)(O)c1ccc(Cl)cc1. The result is 1 (penetrates BBB). (3) The molecule is COc1ccc(CC(=O)N2CCN(C(C)=O)C[C@@H]2CN2CC[C@H](O)C2)cc1. The result is 0 (does not penetrate BBB). (4) The compound is NC(=O)C1c2ccccc2C=Cc2ccccc21. The result is 1 (penetrates BBB).